Dataset: Forward reaction prediction with 1.9M reactions from USPTO patents (1976-2016). Task: Predict the product of the given reaction. Given the reactants [Cl:1][C:2]1[S:6][C:5](/[CH:7]=[CH:8]/[S:9]([N:12]([CH2:37][C:38]([O:40]C(C)(C)C)=[O:39])[C@H:13]2[CH2:17][CH2:16][N:15]([C:18]3[CH:19]=[CH:20][C:21]4[CH2:27][N:26](C(OC(C)(C)C)=O)[CH2:25][CH2:24][CH2:23][C:22]=4[CH:35]=3)[C:14]2=[O:36])(=[O:11])=[O:10])=[CH:4][CH:3]=1, predict the reaction product. The product is: [ClH:1].[Cl:1][C:2]1[S:6][C:5](/[CH:7]=[CH:8]/[S:9]([N:12]([C@H:13]2[CH2:17][CH2:16][N:15]([C:18]3[CH:19]=[CH:20][C:21]4[CH2:27][NH:26][CH2:25][CH2:24][CH2:23][C:22]=4[CH:35]=3)[C:14]2=[O:36])[CH2:37][C:38]([OH:40])=[O:39])(=[O:10])=[O:11])=[CH:4][CH:3]=1.